This data is from Full USPTO retrosynthesis dataset with 1.9M reactions from patents (1976-2016). The task is: Predict the reactants needed to synthesize the given product. (1) Given the product [CH3:1][O:2][C:3]([C:5]1[CH:6]=[C:7]2[C:12](=[CH:13][CH:14]=1)[N:11]=[C:10]([C:15]1[C:16]([C:40]3[CH:41]=[CH:42][C:37]([Cl:36])=[CH:38][CH:39]=3)=[CH:17][CH:18]=[C:19]([C:21]([N:23]3[CH2:27][CH2:26][CH2:25][CH2:24]3)=[O:22])[CH:20]=1)[CH:9]=[CH:8]2)=[O:4], predict the reactants needed to synthesize it. The reactants are: [CH3:1][O:2][C:3]([C:5]1[CH:6]=[C:7]2[C:12](=[CH:13][CH:14]=1)[N:11]=[C:10]([C:15]1[CH:20]=[C:19]([C:21]([N:23]3[CH2:27][CH2:26][CH2:25][CH2:24]3)=[O:22])[CH:18]=[CH:17][C:16]=1OS(C(F)(F)F)(=O)=O)[CH:9]=[CH:8]2)=[O:4].[Cl:36][C:37]1[CH:42]=[CH:41][C:40](B(O)O)=[CH:39][CH:38]=1.[O-]P([O-])([O-])=O.[K+].[K+].[K+].[Li+].[Cl-]. (2) Given the product [C:4]([C:5]1[N:10]=[CH:11][S:20][CH:6]=1)([O:3][CH2:1][CH3:2])=[O:12], predict the reactants needed to synthesize it. The reactants are: [CH2:1]([O:3][C:4](=[O:12])[C:5]([N+:10]#[C-:11])=[CH:6]N(C)C)[CH3:2].C(N(CC)CC)C.[SH2:20]. (3) Given the product [NH2:1][C:2]1[S:6][C:5]([C:7]2[C:8]([F:14])=[CH:9][CH:10]=[CH:11][C:12]=2[F:13])=[N:4][C:3]=1[C:15]([NH:17][C:18]1[C:19]([O:24][CH2:25][CH2:30][CH2:35][CH2:34][OH:33])=[N:20][CH:21]=[N:22][CH:23]=1)=[O:16], predict the reactants needed to synthesize it. The reactants are: [NH2:1][C:2]1[S:6][C:5]([C:7]2[C:12]([F:13])=[CH:11][CH:10]=[CH:9][C:8]=2[F:14])=[N:4][C:3]=1[C:15]([NH:17][C:18]1[C:19]([O:24][CH:25]2[CH2:30]CNCC2)=[N:20][CH:21]=[N:22][CH:23]=1)=[O:16].C[Si](C)(C)[O:33][CH2:34][CH2:35]CCO. (4) Given the product [OH:4][NH:5][C:32]([CH2:31][CH2:30][CH2:29][CH2:28][CH2:27][NH:26][C:24]([C:20]1[C:19]([CH3:36])=[C:18](/[CH:17]=[C:10]2\[C:11](=[O:16])[NH:12][C:13]3[C:9]\2=[CH:8][C:7]([F:6])=[CH:15][CH:14]=3)[NH:22][C:21]=1[CH3:23])=[O:25])=[O:34], predict the reactants needed to synthesize it. The reactants are: [H-].[Na+].Cl.[OH:4][NH2:5].[F:6][C:7]1[CH:8]=[C:9]2[C:13](=[CH:14][CH:15]=1)[NH:12][C:11](=[O:16])/[C:10]/2=[CH:17]\[C:18]1[NH:22][C:21]([CH3:23])=[C:20]([C:24]([NH:26][CH2:27][CH2:28][CH2:29][CH2:30][CH2:31][C:32]([O:34]C)=O)=[O:25])[C:19]=1[CH3:36]. (5) Given the product [C:6]([C:7]1[CH:8]=[C:9]2[CH:15]=[CH:14][NH:13][C:10]2=[N:11][CH:12]=1)#[CH:5], predict the reactants needed to synthesize it. The reactants are: C[Si]([C:5]#[C:6][C:7]1[CH:8]=[C:9]2[CH:15]=[CH:14][NH:13][C:10]2=[N:11][CH:12]=1)(C)C.C(=O)([O-])[O-].[K+].[K+].